Dataset: Reaction yield outcomes from USPTO patents with 853,638 reactions. Task: Predict the reaction yield, written as a fraction of the theoretical maximum amount of product (1.0 means a 100% yield; for example, 0.34 means a 34% yield). (1) The reactants are C(OC(=O)[NH:10][CH2:11][CH:12]1[CH2:16][C:15]2[CH:17]=[CH:18][CH:19]=[C:20]([C:21]3[CH:26]=[CH:25][C:24]([Cl:27])=[CH:23][C:22]=3[Cl:28])[C:14]=2[O:13]1)C1C=CC=CC=1.I[Si](C)(C)C. The yield is 0.820. No catalyst specified. The product is [Cl:28][C:22]1[CH:23]=[C:24]([Cl:27])[CH:25]=[CH:26][C:21]=1[C:20]1[C:14]2[O:13][CH:12]([CH2:11][NH2:10])[CH2:16][C:15]=2[CH:17]=[CH:18][CH:19]=1. (2) The reactants are [CH3:1][N:2]1[CH:7]=[CH:6][C:5]([C:8]2[C:16]3[C:11](=[CH:12][CH:13]=[C:14]([OH:17])[CH:15]=3)[NH:10][CH:9]=2)=[CH:4][CH2:3]1.[F:18][C:19]1[CH:24]=[CH:23][CH:22]=[C:21]([F:25])[C:20]=1[S:26](Cl)(=[O:28])=[O:27]. The catalyst is CN(C)C=O.[H-].[Na+]. The product is [CH3:1][N:2]1[CH2:3][CH2:4][CH:5]([C:8]2[C:16]3[C:11](=[CH:12][CH:13]=[C:14]([O:17][S:26]([C:20]4[C:21]([F:25])=[CH:22][CH:23]=[CH:24][C:19]=4[F:18])(=[O:28])=[O:27])[CH:15]=3)[NH:10][CH:9]=2)[CH2:6][CH2:7]1. The yield is 0.510. (3) The reactants are [F:1][C:2]1[CH:3]=[C:4]2[C:8](=[CH:9][CH:10]=1)[NH:7][CH:6]=[CH:5]2.O. The catalyst is CC(C)=O. The product is [F:1][C:2]1[CH:3]=[C:4]2[C:8](=[CH:9][CH:10]=1)[NH:7][C:6]1[C:5]2=[C:5]2[C:4]3[CH:3]=[C:2]([F:1])[CH:10]=[CH:9][C:8]=3[NH:7][C:6]2=[C:5]2[C:4]3[CH:3]=[C:2]([F:1])[CH:10]=[CH:9][C:8]=3[NH:7][C:6]2=1. The yield is 0.640. (4) The reactants are [NH2:1][C:2]1[C:9]([CH3:10])=[CH:8][C:5]([C:6]#[N:7])=[C:4]([F:11])[CH:3]=1.[N:12]([O-])=O.[Na+].[OH-].[Na+]. The catalyst is CC(O)=O. The product is [F:11][C:4]1[CH:3]=[C:2]2[C:9]([CH:10]=[N:12][NH:1]2)=[CH:8][C:5]=1[C:6]#[N:7]. The yield is 0.340.